The task is: Predict which catalyst facilitates the given reaction.. This data is from Catalyst prediction with 721,799 reactions and 888 catalyst types from USPTO. (1) Reactant: [NH2:1][C:2]1[C:3]([C:9]#[N:10])=[N:4][C:5]([Cl:8])=[CH:6][CH:7]=1.Cl.Cl[C:13]([NH2:15])=[NH:14].CS(C)(=O)=O.[OH-].[Na+]. Product: [NH2:15][C:13]1[N:14]=[C:9]([NH2:10])[C:3]2[N:4]=[C:5]([Cl:8])[CH:6]=[CH:7][C:2]=2[N:1]=1. The catalyst class is: 6. (2) Reactant: [CH2:1]([S:3](Cl)(=[O:5])=[O:4])[CH3:2].[NH2:7][CH2:8][CH2:9][CH2:10][CH2:11][CH2:12][CH2:13][CH2:14][C:15]([OH:17])=[O:16]. Product: [CH2:1]([S:3]([NH:7][CH2:8][CH2:9][CH2:10][CH2:11][CH2:12][CH2:13][CH2:14][C:15]([OH:17])=[O:16])(=[O:5])=[O:4])[CH3:2]. The catalyst class is: 758. (3) Reactant: CN(C=O)C.[OH:6][CH2:7][CH2:8][N:9]1[CH2:13][CH2:12][CH2:11][CH2:10]1.[H-].[Na+].Cl[C:17]1[CH:22]=[CH:21][C:20]([N+:23]([O-])=O)=[CH:19][N:18]=1. Product: [NH2:23][C:20]1[CH:21]=[CH:22][C:17]([O:6][CH2:7][CH2:8][N:9]2[CH2:13][CH2:12][CH2:11][CH2:10]2)=[N:18][CH:19]=1. The catalyst class is: 6. (4) Reactant: [CH2:1]([O:5][C:6]([C:8]1[N:9]=[C:10](Br)[C:11]2[C:16]([C:17]=1[OH:18])=[CH:15][CH:14]=[C:13]([O:19][C:20]1[CH:25]=[CH:24][CH:23]=[CH:22][CH:21]=1)[CH:12]=2)=[O:7])[CH2:2][CH2:3][CH3:4].[C:27]([Cu])#[N:28].CN(C)C=O. Product: [CH2:1]([O:5][C:6]([C:8]1[N:9]=[C:10]([C:27]#[N:28])[C:11]2[C:16]([C:17]=1[OH:18])=[CH:15][CH:14]=[C:13]([O:19][C:20]1[CH:25]=[CH:24][CH:23]=[CH:22][CH:21]=1)[CH:12]=2)=[O:7])[CH2:2][CH2:3][CH3:4]. The catalyst class is: 13. (5) Reactant: C(OC(=O)[NH:7][C@@H:8]([CH2:11][NH:12][C:13]1[C:22]2[C:17](=[CH:18][CH:19]=[CH:20][CH:21]=2)[N:16]=[C:15]([C:23]2[CH:28]=[C:27]([OH:29])[CH:26]=[CH:25][C:24]=2[OH:30])[N:14]=1)[CH2:9][CH3:10])(C)(C)C.C(N(CC)CC)C.[CH3:39][O:40][C:41]1[CH:49]=[CH:48][CH:47]=[CH:46][C:42]=1[C:43](Cl)=[O:44].FC(F)(F)C(O)=O.C(=O)([O-])O.[Na+]. Product: [NH2:7][C@H:8]([CH2:9][CH3:10])[CH2:11][NH:12][C:13]1[C:18]2[C:17](=[CH:22][CH:21]=[CH:20][CH:19]=2)[N:16]=[C:15]([C:23]2[CH:28]=[C:27]([O:29][C:43](=[O:44])[C:42]3[CH:46]=[CH:47][CH:48]=[CH:49][C:41]=3[O:40][CH3:39])[CH:26]=[CH:25][C:24]=2[OH:30])[N:14]=1. The catalyst class is: 4.